Dataset: Catalyst prediction with 721,799 reactions and 888 catalyst types from USPTO. Task: Predict which catalyst facilitates the given reaction. (1) Reactant: [CH3:1][O:2][C:3](=[O:32])[C@@H:4]([O:6][C:7]1[CH:12]=[CH:11][C:10]([CH:13]([N:15]2[C:23]3[C:18](=[CH:19][C:20]([C:24]([O:26]CC=C)=[O:25])=[CH:21][CH:22]=3)[C:17]([CH3:30])=[C:16]2[CH3:31])[CH3:14])=[CH:9][CH:8]=1)[CH3:5].N1CCOCC1. Product: [CH3:1][O:2][C:3](=[O:32])[C@@H:4]([O:6][C:7]1[CH:8]=[CH:9][C:10]([CH:13]([N:15]2[C:23]3[C:18](=[CH:19][C:20]([C:24]([OH:26])=[O:25])=[CH:21][CH:22]=3)[C:17]([CH3:30])=[C:16]2[CH3:31])[CH3:14])=[CH:11][CH:12]=1)[CH3:5]. The catalyst class is: 176. (2) Reactant: [F:1][C:2]1[CH:7]=[CH:6][C:5]([N:8]2[C:16]3[C:11](=[CH:12][C:13]([OH:17])=[CH:14][CH:15]=3)[CH:10]=[CH:9]2)=[CH:4][CH:3]=1.[Br:18][CH2:19][CH2:20][CH2:21][CH2:22][CH2:23][CH2:24]Br.C([O-])([O-])=O.[K+].[K+]. Product: [Br:18][CH2:19][CH2:20][CH2:21][CH2:22][CH2:23][CH2:24][O:17][C:13]1[CH:12]=[C:11]2[C:16](=[CH:15][CH:14]=1)[N:8]([C:5]1[CH:6]=[CH:7][C:2]([F:1])=[CH:3][CH:4]=1)[CH:9]=[CH:10]2. The catalyst class is: 21. (3) Product: [CH2:1]([C:5]1[N:6]=[C:7]([CH3:27])[N:8]([CH2:36][C:37](=[O:38])[C:39]2[CH:44]=[CH:43][CH:42]=[CH:41][CH:40]=2)[C:9](=[O:26])[C:10]=1[CH2:11][C:12]1[CH:17]=[CH:16][C:15]([C:18]2[C:19]([C:24]#[N:25])=[CH:20][CH:21]=[CH:22][CH:23]=2)=[CH:14][CH:13]=1)[CH2:2][CH2:3][CH3:4]. The catalyst class is: 13. Reactant: [CH2:1]([C:5]1[N:6]=[C:7]([CH3:27])[NH:8][C:9](=[O:26])[C:10]=1[CH2:11][C:12]1[CH:17]=[CH:16][C:15]([C:18]2[C:19]([C:24]#[N:25])=[CH:20][CH:21]=[CH:22][CH:23]=2)=[CH:14][CH:13]=1)[CH2:2][CH2:3][CH3:4].[H-].[Na+].CN(C)C=O.Br[CH2:36][C:37]([C:39]1[CH:44]=[CH:43][CH:42]=[CH:41][CH:40]=1)=[O:38]. (4) Reactant: [CH:1]1[C:10]2[C:5](=[CH:6][CH:7]=[CH:8][CH:9]=2)[C:4]([CH:11]=[O:12])=[CH:3][N:2]=1.B.CSC. Product: [OH:12][CH2:11][C:4]1[C:5]2[C:10](=[CH:9][CH:8]=[CH:7][CH:6]=2)[CH:1]=[N:2][CH:3]=1. The catalyst class is: 1. (5) Reactant: [NH2:1][C@@H:2]1[CH2:7][CH2:6][CH2:5][CH2:4][C@H:3]1[NH2:8].[C:9]([C:13]1[CH:20]=[C:19]([C:21]([CH3:24])([CH3:23])[CH3:22])[CH:18]=[C:15]([CH:16]=O)[C:14]=1[OH:25])([CH3:12])([CH3:11])[CH3:10].[OH2:26]. Product: [C:9]([C:13]1[CH:20]=[C:19]([C:21]([CH3:24])([CH3:23])[CH3:22])[CH:18]=[C:15]([CH2:16][NH:1][CH:2]2[CH2:7][CH2:6][CH2:5][CH2:4][CH:3]2[NH:8][CH2:16][C:15]2[C:18](=[C:19]([C:21]([CH3:24])([CH3:23])[CH3:22])[CH:20]=[C:13]([C:9]([CH3:11])([CH3:10])[CH3:12])[CH:14]=2)[OH:26])[C:14]=1[OH:25])([CH3:12])([CH3:11])[CH3:10]. The catalyst class is: 8.